From a dataset of CYP2D6 inhibition data for predicting drug metabolism from PubChem BioAssay. Regression/Classification. Given a drug SMILES string, predict its absorption, distribution, metabolism, or excretion properties. Task type varies by dataset: regression for continuous measurements (e.g., permeability, clearance, half-life) or binary classification for categorical outcomes (e.g., BBB penetration, CYP inhibition). Dataset: cyp2d6_veith. (1) The molecule is COc1cc2c(cc1O)CC[C@@H]1[C@@H]2CC[C@@]2(C)[C@H](O)CC[C@H]12. The result is 0 (non-inhibitor). (2) The molecule is COc1cccc(-c2nc(NCCc3c[nH]c4ccc(OC)cc34)c3ccccc3n2)c1. The result is 1 (inhibitor). (3) The drug is O=C(Cn1ccc(=O)[nH]c1=O)Nc1ccc(C(=O)O)c(O)c1. The result is 0 (non-inhibitor).